Dataset: Peptide-MHC class I binding affinity with 185,985 pairs from IEDB/IMGT. Task: Regression. Given a peptide amino acid sequence and an MHC pseudo amino acid sequence, predict their binding affinity value. This is MHC class I binding data. (1) The peptide sequence is FFGWEGVGV. The MHC is HLA-A11:01 with pseudo-sequence HLA-A11:01. The binding affinity (normalized) is 0.0847. (2) The peptide sequence is AMYDPQTYY. The MHC is HLA-A25:01 with pseudo-sequence HLA-A25:01. The binding affinity (normalized) is 0.0847. (3) The peptide sequence is IEDPPFNSL. The MHC is HLA-A02:01 with pseudo-sequence HLA-A02:01. The binding affinity (normalized) is 0. (4) The MHC is H-2-Kb with pseudo-sequence H-2-Kb. The peptide sequence is HLPTMYDGL. The binding affinity (normalized) is 0.143. (5) The peptide sequence is KSINKVYGK. The MHC is Patr-B0101 with pseudo-sequence Patr-B0101. The binding affinity (normalized) is 0. (6) The peptide sequence is DRYRRIHSL. The MHC is HLA-A23:01 with pseudo-sequence HLA-A23:01. The binding affinity (normalized) is 0.0250. (7) The peptide sequence is SRLVNQII. The MHC is HLA-B27:05 with pseudo-sequence HLA-B27:05. The binding affinity (normalized) is 0.230.